Dataset: Cav3 T-type calcium channel HTS with 100,875 compounds. Task: Binary Classification. Given a drug SMILES string, predict its activity (active/inactive) in a high-throughput screening assay against a specified biological target. (1) The molecule is Brc1c(NC(=O)CN(CC)CC)c2OCOc2cc1. The result is 0 (inactive). (2) The drug is O(C(=O)c1c2n(nc1c1cc(OC)ccc1)c(cc(n2)C)C)CC. The result is 0 (inactive). (3) The drug is FC(F)(F)C1(NC(=O)N(C2CCCCC2)C1=O)NC(=O)C. The result is 0 (inactive). (4) The drug is S(Cc1onc(n1)c1cc(OC)c(OC)cc1)c1ccccc1. The result is 0 (inactive). (5) The compound is O=c1n(CC(=O)NCCC(=O)Nc2cc(OC)ccc2)ccc2c1cccc2. The result is 0 (inactive).